From a dataset of Full USPTO retrosynthesis dataset with 1.9M reactions from patents (1976-2016). Predict the reactants needed to synthesize the given product. (1) The reactants are: Br[C:2]1[CH:7]=[CH:6][C:5]([CH:8]([F:10])[F:9])=[CH:4][C:3]=1[F:11].C([Li])CCC.CN([CH:20]=[O:21])C. Given the product [F:9][CH:8]([F:10])[C:5]1[CH:6]=[CH:7][C:2]([CH:20]=[O:21])=[C:3]([F:11])[CH:4]=1, predict the reactants needed to synthesize it. (2) Given the product [ClH:3].[ClH:53].[ClH:1].[CH:32]1([NH:35][C:36]([C:38]2[C:46]3[CH:45]=[C:44]([C:47]4[C:52]([Cl:53])=[CH:51][N:50]=[C:49]([NH:54][CH2:55][CH2:56][CH2:57][N:58]5[CH2:63][CH2:62][N:61]([CH3:4])[CH2:60][CH:59]5[CH:64]([CH3:66])[CH3:65])[N:48]=4)[S:43][C:42]=3[CH:41]=[CH:40][CH:39]=2)=[O:37])[CH2:33][CH2:34]1, predict the reactants needed to synthesize it. The reactants are: [ClH:1].Cl.[Cl:3][C:4]1C(C2SC3C=CC=C(C(N)=O)C=3C=2)=NC(NCCC2CCN(C)CC2)=NC=1.[CH:32]1([NH:35][C:36]([C:38]2[C:46]3[CH:45]=[C:44]([C:47]4[C:52]([Cl:53])=[CH:51][N:50]=[C:49]([NH:54][CH2:55][CH2:56][CH2:57][N:58]5[CH2:63][CH2:62][NH:61][CH2:60][CH:59]5[CH:64]([CH3:66])[CH3:65])[N:48]=4)[S:43][C:42]=3[CH:41]=[CH:40][CH:39]=2)=[O:37])[CH2:34][CH2:33]1. (3) Given the product [C:1]1([CH3:24])[CH:6]=[CH:5][C:4]([C:7]2[N:8]=[C:9]3[CH:23]=[CH:22][CH2:21][NH:20][C:10]3=[N:11][C:12]=2[C:13]2[CH:18]=[CH:17][C:16]([CH3:19])=[CH:15][CH:14]=2)=[CH:3][CH:2]=1, predict the reactants needed to synthesize it. The reactants are: [C:1]1([CH3:24])[CH:6]=[CH:5][C:4]([C:7]2[N:8]=[C:9]3[CH2:23][CH2:22][CH2:21][NH:20][C:10]3=[N:11][C:12]=2[C:13]2[CH:18]=[CH:17][C:16]([CH3:19])=[CH:15][CH:14]=2)=[CH:3][CH:2]=1.[H-].[H-].[H-].[H-].[Li+].[Al+3].[OH-].[Na+].[O-]S([O-])(=O)=O.[Mg+2]. (4) Given the product [N:25]1([C:32]2[N:37]=[C:36]([NH:38][CH3:39])[N:35]=[C:34]([NH:40][C@@H:41]3[CH2:46][CH2:45][C@H:44]([C:47]([NH:15][CH2:14][C:13]4[CH:12]=[CH:11][CH:10]=[CH:58][C:56]=4[O:75][C:60]([F:70])([F:69])[F:59])=[O:48])[CH2:43][CH2:42]3)[N:33]=2)[CH2:31][CH2:30][CH2:29][CH2:28][CH2:27][CH2:26]1, predict the reactants needed to synthesize it. The reactants are: CN(C(ON1N=N[C:11]2[CH:12]=[CH:13][CH:14]=[N:15][C:10]1=2)=[N+](C)C)C.F[P-](F)(F)(F)(F)F.[N:25]1([C:32]2[N:37]=[C:36]([NH:38][CH3:39])[N:35]=[C:34]([NH:40][C@@H:41]3[CH2:46][CH2:45][C@H:44]([C:47](O)=[O:48])[CH2:43][CH2:42]3)[N:33]=2)[CH2:31][CH2:30][CH2:29][CH2:28][CH2:27][CH2:26]1.CCN([CH:56]([CH3:58])C)C(C)C.[F:59][C:60]([F:70])([F:69])C1C=CC=CC=1CN.CN(C=[O:75])C. (5) Given the product [Cl:8][C:6]1[CH:7]=[C:2]([C:18]2[CH:19]=[N:20][CH:21]=[CH:22][CH:23]=2)[C:3]2[N:4]([CH:9]=[CH:10][N:11]=2)[N:5]=1, predict the reactants needed to synthesize it. The reactants are: Br[C:2]1[C:3]2[N:4]([CH:9]=[CH:10][N:11]=2)[N:5]=[C:6]([Cl:8])[CH:7]=1.O1CCCOB1[C:18]1[CH:19]=[N:20][CH:21]=[CH:22][CH:23]=1.[O-]P([O-])([O-])=O.[K+].[K+].[K+].